This data is from Catalyst prediction with 721,799 reactions and 888 catalyst types from USPTO. The task is: Predict which catalyst facilitates the given reaction. (1) Reactant: [F:1][C:2]([F:15])([F:14])[S:3]([O:6]S(C(F)(F)F)(=O)=O)(=[O:5])=[O:4].[CH2:16]([C:18]([C:22]1[CH:27]=[CH:26][C:25](O)=[C:24]([O:29][CH3:30])[CH:23]=1)([OH:21])[CH2:19][CH3:20])[CH3:17]. Product: [CH2:16]([C:18]([C:22]1[CH:27]=[CH:26][C:25]([O:6][S:3]([C:2]([F:15])([F:14])[F:1])(=[O:5])=[O:4])=[C:24]([O:29][CH3:30])[CH:23]=1)([OH:21])[CH2:19][CH3:20])[CH3:17]. The catalyst class is: 17. (2) Reactant: [CH:1]([C:4]1[NH:5][CH:6]=[CH:7][N:8]=1)([CH3:3])[CH3:2].[H-].[Na+].[CH3:11][N:12]([CH3:17])[S:13](Cl)(=[O:15])=[O:14].[NH4+].[Cl-]. Product: [CH:1]([C:4]1[N:5]([S:13]([N:12]([CH3:17])[CH3:11])(=[O:15])=[O:14])[CH:6]=[CH:7][N:8]=1)([CH3:3])[CH3:2]. The catalyst class is: 3. (3) Reactant: C1CCCCCCCCCCC1.[CH2:13]([O:25]C(C1C=C2C(=O)N(O)C(=O)C2=CC=1)=O)[CH2:14][CH2:15][CH2:16][CH2:17][CH2:18][CH2:19][CH2:20][CH2:21][CH2:22][CH2:23][CH3:24].N(OC(C)(C)C)=O.S(=O)(=O)(O)O.[OH-].[Na+].C1(=NO)CCCCCCCCCCC1.[N+](C1CCCCCCCCCCC1)([O-])=O. Product: [C:13]1(=[O:25])[CH2:14][CH2:15][CH2:16][CH2:17][CH2:18][CH2:19][CH2:20][CH2:21][CH2:22][CH2:23][CH2:24]1. The catalyst class is: 15. (4) Reactant: [CH:1]12[CH2:10][CH:5]3[CH2:6][CH:7]([CH2:9][CH:3]([CH2:4]3)[CH:2]1[NH:11][C:12]([C:14]1[CH:15]=[N:16][N:17]([C:20]([CH3:23])([CH3:22])[CH3:21])[C:18]=1Cl)=[O:13])[CH2:8]2.[NH:24]1[CH2:28][CH2:27][CH:26]([OH:29])[CH2:25]1. Product: [CH:1]12[CH2:10][CH:5]3[CH2:6][CH:7]([CH2:9][CH:3]([CH2:4]3)[CH:2]1[NH:11][C:12]([C:14]1[CH:15]=[N:16][N:17]([C:20]([CH3:23])([CH3:22])[CH3:21])[C:18]=1[N:24]1[CH2:28][CH2:27][CH:26]([OH:29])[CH2:25]1)=[O:13])[CH2:8]2. The catalyst class is: 60. (5) Reactant: [NH2:1][C:2]1[C:19]([N+:20]([O-:22])=[O:21])=[CH:18][C:5]([C:6]([NH:8][C:9]2[CH:17]=[C:16]3[C:12]([CH:13]=[N:14][NH:15]3)=[CH:11][CH:10]=2)=[O:7])=[C:4](Cl)[CH:3]=1.[NH:24]1[CH:28]=[CH:27][N:26]=[CH:25]1. The catalyst class is: 179. Product: [NH2:1][C:2]1[C:19]([N+:20]([O-:22])=[O:21])=[CH:18][C:5]([C:6]([NH:8][C:9]2[CH:17]=[C:16]3[C:12]([CH:13]=[N:14][NH:15]3)=[CH:11][CH:10]=2)=[O:7])=[C:4]([N:24]2[CH:28]=[CH:27][N:26]=[CH:25]2)[CH:3]=1. (6) Reactant: Cl[C:2]1[N:7]=[C:6]([C:8]2[CH:13]=[CH:12][CH:11]=[C:10]([O:14][C:15]([F:18])([F:17])[F:16])[CH:9]=2)[C:5]([CH3:19])=[CH:4][N:3]=1.[CH3:20][N:21]1[CH2:26][CH2:25][N:24]([CH2:27][C:28]2[CH:34]=[CH:33][C:31]([NH2:32])=[CH:30][CH:29]=2)[CH2:23][CH2:22]1. Product: [CH3:19][C:5]1[C:6]([C:8]2[CH:13]=[CH:12][CH:11]=[C:10]([O:14][C:15]([F:18])([F:17])[F:16])[CH:9]=2)=[N:7][C:2]([NH:32][C:31]2[CH:30]=[CH:29][C:28]([CH2:27][N:24]3[CH2:23][CH2:22][N:21]([CH3:20])[CH2:26][CH2:25]3)=[CH:34][CH:33]=2)=[N:3][CH:4]=1. The catalyst class is: 61. (7) Reactant: C([NH:4][C:5]1[CH:10]=[CH:9][C:8]([C:11](=[O:17])[CH2:12][CH2:13][C:14]([OH:16])=[O:15])=[CH:7][CH:6]=1)(=O)C. Product: [NH2:4][C:5]1[CH:6]=[CH:7][C:8]([C:11](=[O:17])[CH2:12][CH2:13][C:14]([OH:16])=[O:15])=[CH:9][CH:10]=1. The catalyst class is: 33.